Dataset: Reaction yield outcomes from USPTO patents with 853,638 reactions. Task: Predict the reaction yield, written as a fraction of the theoretical maximum amount of product (1.0 means a 100% yield; for example, 0.34 means a 34% yield). (1) The reactants are [C:1]([NH:4][C:5]1[CH:14]=[CH:13][C:12]2[C:7](=[CH:8][CH:9]=[C:10]([CH2:15]Br)[CH:11]=2)[N:6]=1)(=[O:3])[CH3:2].[C-:17]#[N:18].[Na+]. The catalyst is CN(C=O)C. The product is [C:1]([NH:4][C:5]1[CH:14]=[CH:13][C:12]2[C:7](=[CH:8][CH:9]=[C:10]([CH2:15][C:17]#[N:18])[CH:11]=2)[N:6]=1)(=[O:3])[CH3:2]. The yield is 0.830. (2) The reactants are CS(O[CH:6]1[CH2:9][N:8]([CH:10]([C:17]2[CH:22]=[CH:21][CH:20]=[CH:19][CH:18]=2)[C:11]2[CH:16]=[CH:15][CH:14]=[CH:13][CH:12]=2)[CH2:7]1)(=O)=O.[CH3:23][C@H:24]1[O:29][C@@H:28]([CH3:30])[CH2:27][NH:26][CH2:25]1.CC(O)C.O1CCOCC1. The catalyst is C(OCC)(=O)C.[Cl-].[Na+].O. The product is [CH:10]([N:8]1[CH2:9][CH:6]([N:26]2[CH2:25][C@H:24]([CH3:23])[O:29][C@H:28]([CH3:30])[CH2:27]2)[CH2:7]1)([C:17]1[CH:22]=[CH:21][CH:20]=[CH:19][CH:18]=1)[C:11]1[CH:16]=[CH:15][CH:14]=[CH:13][CH:12]=1. The yield is 0.650.